This data is from NCI-60 drug combinations with 297,098 pairs across 59 cell lines. The task is: Regression. Given two drug SMILES strings and cell line genomic features, predict the synergy score measuring deviation from expected non-interaction effect. Drug 1: CCCCCOC(=O)NC1=NC(=O)N(C=C1F)C2C(C(C(O2)C)O)O. Drug 2: CN(C(=O)NC(C=O)C(C(C(CO)O)O)O)N=O. Cell line: 786-0. Synergy scores: CSS=2.19, Synergy_ZIP=-1.23, Synergy_Bliss=0.449, Synergy_Loewe=1.19, Synergy_HSA=0.465.